Dataset: Reaction yield outcomes from USPTO patents with 853,638 reactions. Task: Predict the reaction yield, written as a fraction of the theoretical maximum amount of product (1.0 means a 100% yield; for example, 0.34 means a 34% yield). (1) The reactants are C[NH:2]N.C(O)(C(F)(F)F)=O.[CH3:11][N:12](C)[CH:13]=[C:14]([C:25]1[CH:35]=[CH:34][C:28]2[O:29][CH2:30][C:31](=[O:33])[NH:32][C:27]=2[CH:26]=1)[C:15]([C:17]1[CH:22]=[CH:21][C:20]([F:23])=[CH:19][C:18]=1[CH3:24])=O.O. The catalyst is CC(O)C. The product is [F:23][C:20]1[CH:21]=[CH:22][C:17]([C:15]2[C:14]([C:25]3[CH:35]=[CH:34][C:28]4[O:29][CH2:30][C:31](=[O:33])[NH:32][C:27]=4[CH:26]=3)=[CH:13][N:12]([CH3:11])[N:2]=2)=[C:18]([CH3:24])[CH:19]=1. The yield is 0.0900. (2) The reactants are [N:1]([O-])=O.[Na+].[F:5][C:6]1[CH:7]=[C:8]([NH2:13])[C:9]([NH2:12])=[CH:10][CH:11]=1. The catalyst is O.C(O)(=O)C. The product is [F:5][C:6]1[CH:11]=[CH:10][C:9]2[NH:12][N:1]=[N:13][C:8]=2[CH:7]=1. The yield is 0.850. (3) The reactants are Cl[C:2]1[C:3]2[N:18]=[C:17]([C:19]3[CH:24]=[C:23]([CH3:25])[C:22]([O:26][CH3:27])=[C:21]([CH3:28])[CH:20]=3)[O:16][C:4]=2[N:5]=[C:6]([CH2:8][C:9]2[CH:14]=[CH:13][C:12]([Cl:15])=[CH:11][CH:10]=2)[N:7]=1.[CH:29]([Mg]Br)([CH3:31])[CH3:30]. No catalyst specified. The product is [Cl:15][C:12]1[CH:11]=[CH:10][C:9]([CH2:8][C:6]2[N:7]=[C:2]([CH:29]([CH3:31])[CH3:30])[C:3]3[N:18]=[C:17]([C:19]4[CH:24]=[C:23]([CH3:25])[C:22]([O:26][CH3:27])=[C:21]([CH3:28])[CH:20]=4)[O:16][C:4]=3[N:5]=2)=[CH:14][CH:13]=1. The yield is 0.110. (4) The catalyst is O1CCOCC1.O.C1C=CC([P]([Pd]([P](C2C=CC=CC=2)(C2C=CC=CC=2)C2C=CC=CC=2)([P](C2C=CC=CC=2)(C2C=CC=CC=2)C2C=CC=CC=2)[P](C2C=CC=CC=2)(C2C=CC=CC=2)C2C=CC=CC=2)(C2C=CC=CC=2)C2C=CC=CC=2)=CC=1. The product is [ClH:22].[CH3:15][C@H:10]1[O:11][C@@H:12]([CH3:14])[CH2:13][N:8]([C:5]2[N:4]=[C:3]([C:16]3[CH:20]=[CH:19][O:18][C:17]=3[CH3:21])[C:2]([C:39]3[CH:38]=[CH:37][N:36]=[CH:35][C:34]=3[CH3:33])=[CH:7][N:6]=2)[CH2:9]1. The reactants are Br[C:2]1[C:3]([C:16]2[CH:20]=[CH:19][O:18][C:17]=2[CH3:21])=[N:4][C:5]([N:8]2[CH2:13][C@H:12]([CH3:14])[O:11][C@H:10]([CH3:15])[CH2:9]2)=[N:6][CH:7]=1.[ClH:22].B(O)O.C(=O)([O-])[O-].[Na+].[Na+].Cl.[CH3:33][C:34]1[CH:35]=[N:36][CH:37]=[CH:38][C:39]=1B(O)O.Cl.CCOCC. The yield is 0.299.